The task is: Predict the reaction yield, written as a fraction of the theoretical maximum amount of product (1.0 means a 100% yield; for example, 0.34 means a 34% yield).. This data is from Reaction yield outcomes from USPTO patents with 853,638 reactions. (1) The reactants are [Br:1][C:2]1[CH:10]=[CH:9][C:5]([C:6]([OH:8])=O)=[CH:4][CH:3]=1.C([N:13]1[CH:17]=[CH:16][N:15]=[CH:14]1)([N:13]1[CH:17]=[CH:16][N:15]=[CH:14]1)=O. The catalyst is CN(C=O)C. The product is [Br:1][C:2]1[CH:3]=[CH:4][C:5]([C:6]([N:13]2[CH:17]=[CH:16][N:15]=[CH:14]2)=[O:8])=[CH:9][CH:10]=1. The yield is 0.680. (2) The reactants are O=[CH:2][CH2:3][CH2:4][NH:5][C:6](=[O:12])OC(C)(C)C.[CH2:13]([N:20]1[CH2:25][CH2:24][N:23]([NH2:26])[CH2:22][CH2:21]1)[C:14]1[CH:19]=[CH:18][CH:17]=[CH:16][CH:15]=1.Cl.C(OCC)(=O)C. The catalyst is CO.C(OCC)(=O)C. The product is [CH2:13]([N:20]1[CH2:21][CH2:22][N:23]([N:26]2[CH2:2][CH2:3][CH2:4][NH:5][C:6]2=[O:12])[CH2:24][CH2:25]1)[C:14]1[CH:15]=[CH:16][CH:17]=[CH:18][CH:19]=1. The yield is 0.460. (3) The reactants are [NH2:1][C:2]1[CH:31]=[CH:30][C:5]([C:6]([N:8]2[C:17]3[C:12](=[CH:13][CH:14]=[CH:15][CH:16]=3)[C@H:11]([N:18]([C:23]3[CH:28]=[CH:27][CH:26]=[CH:25][CH:24]=3)[C:19](=[O:22])[CH2:20][CH3:21])[CH2:10][C@@H:9]2[CH3:29])=[O:7])=[CH:4][CH:3]=1.[C:32](Cl)(=[O:34])[CH3:33].C(N(CC)CC)C. The catalyst is O1CCCC1. The yield is 0.460. The product is [C:32]([NH:1][C:2]1[CH:3]=[CH:4][C:5]([C:6]([N:8]2[C:17]3[C:12](=[CH:13][CH:14]=[CH:15][CH:16]=3)[C@H:11]([N:18]([C:23]3[CH:24]=[CH:25][CH:26]=[CH:27][CH:28]=3)[C:19](=[O:22])[CH2:20][CH3:21])[CH2:10][C@@H:9]2[CH3:29])=[O:7])=[CH:30][CH:31]=1)(=[O:34])[CH3:33]. (4) The reactants are [NH2:1][C:2]1[N:11]=[C:10]([NH2:12])[C:9]2[C:4](=[CH:5][CH:6]=[CH:7][C:8]=2[O:13][C:14]2[CH:19]=[CH:18][C:17]([O:20]CC3C=CC=CC=3)=[CH:16][CH:15]=2)[N:3]=1.[H][H]. The catalyst is [Pd].CN(C)C(=O)C. The product is [NH2:1][C:2]1[N:11]=[C:10]([NH2:12])[C:9]2[C:4](=[CH:5][CH:6]=[CH:7][C:8]=2[O:13][C:14]2[CH:19]=[CH:18][C:17]([OH:20])=[CH:16][CH:15]=2)[N:3]=1. The yield is 0.852. (5) The reactants are [Br:1][C:2]1[CH:3]=[CH:4][C:5]([Cl:16])=[C:6]([CH:15]=1)[CH2:7][C:8]1[CH:13]=[CH:12][C:11]([OH:14])=[CH:10][CH:9]=1.N1C=CN=C1.[C:22]([Si:26](Cl)([CH3:28])[CH3:27])([CH3:25])([CH3:24])[CH3:23]. The catalyst is CN(C)C=O.CN(C)C1C=CN=CC=1. The product is [Br:1][C:2]1[CH:3]=[CH:4][C:5]([Cl:16])=[C:6]([CH:15]=1)[CH2:7][C:8]1[CH:13]=[CH:12][C:11]([O:14][Si:26]([C:22]([CH3:25])([CH3:24])[CH3:23])([CH3:28])[CH3:27])=[CH:10][CH:9]=1. The yield is 0.990. (6) The reactants are FC(F)(F)C(O)=O.[N:8]1[N:12]2[CH:13]=[CH:14][CH:15]=[CH:16][C:11]2=[C:10]([C:17]2[N:22]=[C:21]([NH:23][C@@H:24]3[CH2:29][CH2:28][CH2:27][N:26](C(OC(C)(C)C)=O)[CH2:25]3)[CH:20]=[N:19][CH:18]=2)[CH:9]=1. The catalyst is C(Cl)Cl. The product is [NH:26]1[CH2:27][CH2:28][CH2:29][C@@H:24]([NH:23][C:21]2[CH:20]=[N:19][CH:18]=[C:17]([C:10]3[CH:9]=[N:8][N:12]4[CH:13]=[CH:14][CH:15]=[CH:16][C:11]=34)[N:22]=2)[CH2:25]1. The yield is 0.560. (7) The reactants are Br[C:2]1[CH:3]=[C:4]2[C:9](=[CH:10][CH:11]=1)[NH:8][C:7](=[O:12])[N:6]([CH:13]1[CH2:18][CH2:17][NH:16][CH2:15][CH2:14]1)[CH2:5]2.[CH3:19][N:20](C)C=O. The catalyst is [C-]#N.[Zn+2].[C-]#N.C1C=CC([P]([Pd]([P](C2C=CC=CC=2)(C2C=CC=CC=2)C2C=CC=CC=2)([P](C2C=CC=CC=2)(C2C=CC=CC=2)C2C=CC=CC=2)[P](C2C=CC=CC=2)(C2C=CC=CC=2)C2C=CC=CC=2)(C2C=CC=CC=2)C2C=CC=CC=2)=CC=1. The product is [O:12]=[C:7]1[N:6]([CH:13]2[CH2:18][CH2:17][NH:16][CH2:15][CH2:14]2)[CH2:5][C:4]2[C:9](=[CH:10][CH:11]=[C:2]([C:19]#[N:20])[CH:3]=2)[NH:8]1. The yield is 0.380. (8) The reactants are [CH3:1][N:2]1[C:6]([CH:7]=O)=[N:5][C:4]([N:9]2[CH2:13][CH2:12][CH2:11][CH2:10]2)=[N:3]1.C1CCN2C(=NCCC2)CC1.[Br-].[CH3:26][O:27][C:28](=[O:49])[CH2:29][P+](C1C=CC=CC=1)(C1C=CC=CC=1)C1C=CC=CC=1. The catalyst is C1COCC1. The product is [CH3:1][N:2]1[C:6](/[CH:7]=[CH:29]/[C:28]([O:27][CH3:26])=[O:49])=[N:5][C:4]([N:9]2[CH2:13][CH2:12][CH2:11][CH2:10]2)=[N:3]1. The yield is 0.700.